This data is from Catalyst prediction with 721,799 reactions and 888 catalyst types from USPTO. The task is: Predict which catalyst facilitates the given reaction. Reactant: Cl[C:2]1[N:7]=[CH:6][C:5]([N+:8]([O-:10])=[O:9])=[CH:4][N:3]=1.Cl.[NH:12]1[CH2:15][CH:14]([OH:16])[CH2:13]1.CCN(C(C)C)C(C)C.CS(C)=O. Product: [N+:8]([C:5]1[CH:4]=[N:3][C:2]([N:12]2[CH2:15][CH:14]([OH:16])[CH2:13]2)=[N:7][CH:6]=1)([O-:10])=[O:9]. The catalyst class is: 192.